Dataset: Forward reaction prediction with 1.9M reactions from USPTO patents (1976-2016). Task: Predict the product of the given reaction. (1) Given the reactants [C:1]([C:3]1[C:8]([C:9]([O:11][CH3:12])=[O:10])=[C:7]([O:13][C@@H:14]2[CH2:19][CH2:18][C@@H:17]([CH3:20])[NH:16][CH2:15]2)[N:6]=[CH:5][CH:4]=1)#[N:2].[CH:21]1([C:25]2[CH:33]=[CH:32][CH:31]=[CH:30][C:26]=2[C:27]([O-])=[O:28])[CH2:24][CH2:23][CH2:22]1.[K+].ON1C2N=CC=CC=2N=N1.C(Cl)CCl, predict the reaction product. The product is: [C:1]([C:3]1[C:8]([C:9]([O:11][CH3:12])=[O:10])=[C:7]([O:13][C@@H:14]2[CH2:19][CH2:18][C@@H:17]([CH3:20])[N:16]([C:27](=[O:28])[C:26]3[CH:30]=[CH:31][CH:32]=[CH:33][C:25]=3[CH:21]3[CH2:24][CH2:23][CH2:22]3)[CH2:15]2)[N:6]=[CH:5][CH:4]=1)#[N:2]. (2) Given the reactants [C:1]([O:5][C:6]([N:8]1[CH2:13][CH2:12][CH:11]([CH:14]([OH:16])[CH3:15])[CH2:10][CH2:9]1)=[O:7])([CH3:4])([CH3:3])[CH3:2].C(N(CC)CC)C.[CH3:24][S:25](Cl)(=[O:27])=[O:26], predict the reaction product. The product is: [C:1]([O:5][C:6]([N:8]1[CH2:13][CH2:12][CH:11]([CH:14]([O:16][S:25]([CH3:24])(=[O:27])=[O:26])[CH3:15])[CH2:10][CH2:9]1)=[O:7])([CH3:4])([CH3:3])[CH3:2]. (3) Given the reactants [C:1]([NH2:9])(=[O:8])[C:2]1[CH:7]=[CH:6][CH:5]=[N:4][CH:3]=1.[Cl:10][O-].[Na+].[OH-].[Na+], predict the reaction product. The product is: [Cl:10][NH:9][C:1](=[O:8])[C:2]1[CH:7]=[CH:6][CH:5]=[N:4][CH:3]=1. (4) Given the reactants [F:1][C:2]1[CH:10]=[C:9]2[C:5]([C:6]([C:12]3[N:13]=[C:14]4[C:20]([C:21]([OH:23])=O)=[CH:19][N:18]([CH2:24][O:25][CH2:26][CH2:27][Si:28]([CH3:31])([CH3:30])[CH3:29])[C:15]4=[N:16][CH:17]=3)=[N:7][N:8]2[CH3:11])=[CH:4][CH:3]=1.F[B-](F)(F)F.N1(OC(N(C)C)=[N+](C)C)C2C=CC=CC=2N=N1.C(N(CC)C(C)C)(C)C.[NH2:63][CH2:64][C:65]([CH3:69])([CH3:68])[CH2:66][OH:67], predict the reaction product. The product is: [OH:67][CH2:66][C:65]([CH3:69])([CH3:68])[CH2:64][NH:63][C:21]([C:20]1[C:14]2[C:15](=[N:16][CH:17]=[C:12]([C:6]3[C:5]4[C:9](=[CH:10][C:2]([F:1])=[CH:3][CH:4]=4)[N:8]([CH3:11])[N:7]=3)[N:13]=2)[N:18]([CH2:24][O:25][CH2:26][CH2:27][Si:28]([CH3:29])([CH3:30])[CH3:31])[CH:19]=1)=[O:23].